Dataset: Peptide-MHC class I binding affinity with 185,985 pairs from IEDB/IMGT. Task: Regression. Given a peptide amino acid sequence and an MHC pseudo amino acid sequence, predict their binding affinity value. This is MHC class I binding data. (1) The peptide sequence is ILMIFISSFL. The MHC is HLA-B51:01 with pseudo-sequence HLA-B51:01. The binding affinity (normalized) is 0.214. (2) The peptide sequence is NSSAVVDNK. The MHC is HLA-A33:01 with pseudo-sequence HLA-A33:01. The binding affinity (normalized) is 0.